Task: Regression. Given two drug SMILES strings and cell line genomic features, predict the synergy score measuring deviation from expected non-interaction effect.. Dataset: NCI-60 drug combinations with 297,098 pairs across 59 cell lines (1) Synergy scores: CSS=52.2, Synergy_ZIP=-1.41, Synergy_Bliss=1.14, Synergy_Loewe=-3.52, Synergy_HSA=1.05. Drug 2: C1CN(CCN1C(=O)CCBr)C(=O)CCBr. Cell line: SW-620. Drug 1: CC1C(C(CC(O1)OC2CC(CC3=C2C(=C4C(=C3O)C(=O)C5=C(C4=O)C(=CC=C5)OC)O)(C(=O)C)O)N)O.Cl. (2) Drug 1: CCCS(=O)(=O)NC1=C(C(=C(C=C1)F)C(=O)C2=CNC3=C2C=C(C=N3)C4=CC=C(C=C4)Cl)F. Drug 2: CCN(CC)CCNC(=O)C1=C(NC(=C1C)C=C2C3=C(C=CC(=C3)F)NC2=O)C. Cell line: SK-MEL-5. Synergy scores: CSS=27.5, Synergy_ZIP=5.64, Synergy_Bliss=3.43, Synergy_Loewe=-14.3, Synergy_HSA=-2.24. (3) Drug 1: C1=NC2=C(N=C(N=C2N1C3C(C(C(O3)CO)O)O)F)N. Drug 2: CCN(CC)CCNC(=O)C1=C(NC(=C1C)C=C2C3=C(C=CC(=C3)F)NC2=O)C. Cell line: SK-MEL-28. Synergy scores: CSS=2.43, Synergy_ZIP=-3.04, Synergy_Bliss=-0.313, Synergy_Loewe=-8.69, Synergy_HSA=-6.42. (4) Drug 1: CC1C(C(CC(O1)OC2CC(OC(C2O)C)OC3=CC4=CC5=C(C(=O)C(C(C5)C(C(=O)C(C(C)O)O)OC)OC6CC(C(C(O6)C)O)OC7CC(C(C(O7)C)O)OC8CC(C(C(O8)C)O)(C)O)C(=C4C(=C3C)O)O)O)O. Drug 2: CCC1(CC2CC(C3=C(CCN(C2)C1)C4=CC=CC=C4N3)(C5=C(C=C6C(=C5)C78CCN9C7C(C=CC9)(C(C(C8N6C)(C(=O)OC)O)OC(=O)C)CC)OC)C(=O)OC)O.OS(=O)(=O)O. Cell line: SK-OV-3. Synergy scores: CSS=9.24, Synergy_ZIP=1.70, Synergy_Bliss=3.10, Synergy_Loewe=-0.956, Synergy_HSA=2.68. (5) Drug 1: C1CN1P(=S)(N2CC2)N3CC3. Drug 2: C1=NC2=C(N=C(N=C2N1C3C(C(C(O3)CO)O)F)Cl)N. Cell line: NCI-H460. Synergy scores: CSS=23.1, Synergy_ZIP=0.879, Synergy_Bliss=-0.142, Synergy_Loewe=-1.44, Synergy_HSA=-2.13.